This data is from Catalyst prediction with 721,799 reactions and 888 catalyst types from USPTO. The task is: Predict which catalyst facilitates the given reaction. (1) Reactant: [SH:1][CH2:2][C:3]([O:5]CC)=O.[N:8]([CH2:11][CH2:12][S:13]([O:16][CH2:17][CH3:18])(=[O:15])=[O:14])=[C:9]=[S:10].N(CCS(O)(=O)=O)=C=S.C(N(CC)CC)C. The catalyst class is: 26. Product: [O:5]=[C:3]1[CH2:2][S:1][C:9](=[S:10])[N:8]1[CH2:11][CH2:12][S:13]([O:16][CH2:17][CH3:18])(=[O:15])=[O:14]. (2) Product: [C:2]([O:6][C:7](=[O:8])[NH:9][C@H:10]1[CH2:11][CH2:12][N:18]([C@H:19]2[CH2:24][CH2:23][C@H:22]([O:25][C:26]3[CH:31]=[C:30]([N:32]4[C:36]5[CH:37]=[CH:38][CH:39]=[CH:40][C:35]=5[N:34]=[C:33]4[CH:41]([F:43])[F:42])[N:29]=[C:28]([N:44]4[CH2:49][CH2:48][O:47][CH2:46][CH2:45]4)[N:27]=3)[CH2:21][CH2:20]2)[C:16]1=[O:17])([CH3:5])([CH3:4])[CH3:3]. The catalyst class is: 7. Reactant: [I-].[C:2]([O:6][C:7]([NH:9][C@H:10]([C:16]([NH:18][C@H:19]1[CH2:24][CH2:23][C@H:22]([O:25][C:26]2[CH:31]=[C:30]([N:32]3[C:36]4[CH:37]=[CH:38][CH:39]=[CH:40][C:35]=4[N:34]=[C:33]3[CH:41]([F:43])[F:42])[N:29]=[C:28]([N:44]3[CH2:49][CH2:48][O:47][CH2:46][CH2:45]3)[N:27]=2)[CH2:21][CH2:20]1)=[O:17])[CH2:11][CH2:12][S+](C)C)=[O:8])([CH3:5])([CH3:4])[CH3:3].[Cl-].[NH4+]. (3) Reactant: [F:1][CH:2]([F:33])[CH2:3][C:4]([N:19]1[C:27]2[C:22](=[C:23]([NH:28][S:29]([CH3:32])(=[O:31])=[O:30])[CH:24]=[CH:25][CH:26]=2)[CH:21]=[N:20]1)([C:9]1[CH:14]=[CH:13][C:12]([C:15]([F:18])([F:17])[F:16])=[CH:11][CH:10]=1)[C:5]([O:7]C)=[O:6].[Li+].[OH-].O. Product: [F:33][CH:2]([F:1])[CH2:3][C:4]([N:19]1[C:27]2[C:22](=[C:23]([NH:28][S:29]([CH3:32])(=[O:31])=[O:30])[CH:24]=[CH:25][CH:26]=2)[CH:21]=[N:20]1)([C:9]1[CH:10]=[CH:11][C:12]([C:15]([F:16])([F:17])[F:18])=[CH:13][CH:14]=1)[C:5]([OH:7])=[O:6]. The catalyst class is: 5. (4) Reactant: C1(C([C:7]2[C:8](=[O:18])[O:9][C:10]([CH:14]3[CH2:17][CH2:16][CH2:15]3)=[CH:11][C:12]=2[OH:13])=O)CCC1. Product: [CH:14]1([C:10]2[O:9][C:8](=[O:18])[CH:7]=[C:12]([OH:13])[CH:11]=2)[CH2:15][CH2:16][CH2:17]1. The catalyst class is: 6. (5) Reactant: [NH2:1][C:2]1[N:7]=[C:6]([C:8]2[O:9][CH:10]=[CH:11][CH:12]=2)[C:5]([C:13]#[N:14])=[C:4](S(C)=O)[N:3]=1.[CH:18]1[C:27]2[C:22](=[CH:23][CH:24]=[CH:25][CH:26]=2)[CH:21]=[CH:20][C:19]=1[C@H:28]([NH2:30])[CH3:29].C1CCN2C(=NCCC2)CC1. Product: [NH2:1][C:2]1[N:7]=[C:6]([C:8]2[O:9][CH:10]=[CH:11][CH:12]=2)[C:5]([C:13]#[N:14])=[C:4]([NH:30][C@@H:28]([C:19]2[CH:20]=[CH:21][C:22]3[C:27](=[CH:26][CH:25]=[CH:24][CH:23]=3)[CH:18]=2)[CH3:29])[N:3]=1. The catalyst class is: 57. (6) Reactant: [C:1]([C:9]1[CH:17]=[CH:16][CH:15]=[CH:14][C:10]=1[C:11](O)=[O:12])(=[O:8])[C:2]1[CH:7]=[CH:6][CH:5]=[CH:4][CH:3]=1.S(Cl)([Cl:20])=O. Product: [C:1]([C:9]1[CH:17]=[CH:16][CH:15]=[CH:14][C:10]=1[C:11]([Cl:20])=[O:12])(=[O:8])[C:2]1[CH:7]=[CH:6][CH:5]=[CH:4][CH:3]=1. The catalyst class is: 4. (7) Reactant: [CH2:1]([O:8][C:9](=[O:28])[NH:10][C@@H:11]([CH3:27])[CH2:12][N:13]1[C:21]2[C:16](=[CH:17][CH:18]=[C:19]3[O:24][C:23]([CH2:25][NH2:26])=[CH:22][C:20]3=2)[CH:15]=[N:14]1)[C:2]1[CH:7]=[CH:6][CH:5]=[CH:4][CH:3]=1.C(NC(C)C)(C)C.[CH2:36]([N:38]=[C:39]=[O:40])[CH3:37].CO. Product: [CH2:1]([O:8][C:9](=[O:28])[NH:10][C@@H:11]([CH3:27])[CH2:12][N:13]1[C:21]2[C:16](=[CH:17][CH:18]=[C:19]3[O:24][C:23]([CH2:25][NH:26][C:39]([NH:38][CH2:36][CH3:37])=[O:40])=[CH:22][C:20]3=2)[CH:15]=[N:14]1)[C:2]1[CH:7]=[CH:6][CH:5]=[CH:4][CH:3]=1. The catalyst class is: 266.